From a dataset of Reaction yield outcomes from USPTO patents with 853,638 reactions. Predict the reaction yield, written as a fraction of the theoretical maximum amount of product (1.0 means a 100% yield; for example, 0.34 means a 34% yield). (1) The reactants are [F:1][C:2]1[CH:7]=[CH:6][C:5]([N:8]2[C:16]3[C:11](=[CH:12][C:13]([O:17][C@H:18]([C:22]4[CH:27]=[CH:26][C:25]([S:28][CH3:29])=[C:24]([O:30][CH3:31])[CH:23]=4)[C@@H:19]([NH2:21])[CH3:20])=[CH:14][CH:15]=3)[CH:10]=[N:9]2)=[CH:4][CH:3]=1.C(N(C(C)C)C(C)C)C.[F:41][C:42]([F:53])([F:52])[C:43](O[C:43](=[O:44])[C:42]([F:53])([F:52])[F:41])=[O:44]. The catalyst is C1COCC1. The product is [F:41][C:42]([F:53])([F:52])[C:43]([NH:21][C@@H:19]([CH3:20])[C@H:18]([O:17][C:13]1[CH:12]=[C:11]2[C:16](=[CH:15][CH:14]=1)[N:8]([C:5]1[CH:6]=[CH:7][C:2]([F:1])=[CH:3][CH:4]=1)[N:9]=[CH:10]2)[C:22]1[CH:27]=[CH:26][C:25]([S:28][CH3:29])=[C:24]([O:30][CH3:31])[CH:23]=1)=[O:44]. The yield is 0.150. (2) The reactants are [N+:1]([C:4]1[CH:13]=[CH:12][CH:11]=[CH:10][C:5]=1[NH:6][CH:7]([CH3:9])[CH3:8])([O-])=O.C([O-])=O.[NH4+]. The catalyst is C(O)C.[Pd]. The product is [CH3:9][CH:7]([NH:6][C:5]1[C:4]([NH2:1])=[CH:13][CH:12]=[CH:11][CH:10]=1)[CH3:8]. The yield is 0.800. (3) The product is [Cl:8][C:9]1[N:14]=[C:13]([C:15]2[S:19][C:18]([N:20]3[CH2:25][CH2:24][NH:23][CH2:22][CH2:21]3)=[N:17][C:16]=2[C:33]2[C:34]([F:51])=[C:35]([NH:39][S:40]([C:43]3[CH:48]=[C:47]([F:49])[CH:46]=[CH:45][C:44]=3[F:50])(=[O:42])=[O:41])[CH:36]=[CH:37][CH:38]=2)[CH:12]=[CH:11][N:10]=1. The catalyst is C(Cl)Cl.CO. The reactants are Cl.O1CCOCC1.[Cl:8][C:9]1[N:14]=[C:13]([C:15]2[S:19][C:18]([N:20]3[CH2:25][CH2:24][N:23](C(OC(C)(C)C)=O)[CH2:22][CH2:21]3)=[N:17][C:16]=2[C:33]2[CH:38]=[CH:37][CH:36]=[C:35]([NH:39][S:40]([C:43]3[CH:48]=[C:47]([F:49])[CH:46]=[CH:45][C:44]=3[F:50])(=[O:42])=[O:41])[C:34]=2[F:51])[CH:12]=[CH:11][N:10]=1. The yield is 1.00. (4) The reactants are [F:1][C:2]1[CH:3]=[CH:4][C:5]([O:10][C:11]2[CH:20]=[CH:19][C:14]3[C:15]([CH3:18])=[N:16][O:17][C:13]=3[CH:12]=2)=[C:6]([CH:9]=1)[C:7]#[N:8].[Br:21]N1C(=O)CCC1=O.C(OOC(=O)C1C=CC=CC=1)(=O)C1C=CC=CC=1. The catalyst is ClC1C=CC=CC=1Cl. The product is [Br:21][CH2:18][C:15]1[C:14]2[CH:19]=[CH:20][C:11]([O:10][C:5]3[CH:4]=[CH:3][C:2]([F:1])=[CH:9][C:6]=3[C:7]#[N:8])=[CH:12][C:13]=2[O:17][N:16]=1. The yield is 0.260. (5) The reactants are [C:1]1([CH2:9][OH:10])[C:2]([CH2:7][OH:8])=[CH:3][CH:4]=[CH:5][CH:6]=1.C(N(CC)CC)C.[S:18](Cl)(Cl)=[O:19].CC[O:24]CC. The catalyst is C(Cl)Cl.[Cl-].[Na+].O.C(Cl)(Cl)Cl.O. The product is [CH2:7]1[C:2]2[CH:3]=[CH:4][CH:5]=[CH:6][C:1]=2[CH2:9][O:10][S:18](=[O:19])(=[O:24])[O:8]1. The yield is 0.880. (6) The reactants are Br[C:2]1[S:3][CH:4]=[C:5]([CH3:7])[N:6]=1.[CH2:8]([N:12]1[N:16]=[C:15]2[CH:17]=[CH:18][CH:19]=[CH:20][C:14]2=[N:13]1)[CH2:9][C:10]#[CH:11]. No catalyst specified. The product is [CH3:7][C:5]1[N:6]=[C:2]([C:11]#[C:10][CH2:9][CH2:8][N:12]2[N:13]=[C:14]3[CH:20]=[CH:19][CH:18]=[CH:17][C:15]3=[N:16]2)[S:3][CH:4]=1. The yield is 0.270. (7) The reactants are Br[C:2]1[CH:3]=[C:4]2[C:8](=[CH:9][CH:10]=1)[NH:7][C:6](=[O:11])[CH2:5]2.[Cl:12][C:13]1[CH:14]=[C:15](B(O)O)[CH:16]=[CH:17][CH:18]=1.C(=O)([O-])[O-].[Na+].[Na+]. The catalyst is C(COC)OC.O.[Pd].C1(P(C2C=CC=CC=2)C2C=CC=CC=2)C=CC=CC=1.C1(P(C2C=CC=CC=2)C2C=CC=CC=2)C=CC=CC=1.C1(P(C2C=CC=CC=2)C2C=CC=CC=2)C=CC=CC=1.C1(P(C2C=CC=CC=2)C2C=CC=CC=2)C=CC=CC=1. The product is [Cl:12][C:13]1[CH:18]=[C:17]([C:2]2[CH:3]=[C:4]3[C:8](=[CH:9][CH:10]=2)[NH:7][C:6](=[O:11])[CH2:5]3)[CH:16]=[CH:15][CH:14]=1. The yield is 0.860. (8) The reactants are Cl[C:2]1[C:11]2[C:6](=[CH:7][C:8]([O:14][CH3:15])=[C:9]([O:12][CH3:13])[CH:10]=2)[N:5]=[CH:4][C:3]=1[C:16]([NH2:18])=[O:17].[NH2:19][C:20]1[C:21]([CH3:28])=[C:22]([CH:25]=[CH:26][CH:27]=1)[CH2:23][OH:24].C(O)(=O)C.N. The catalyst is CCO. The product is [OH:24][CH2:23][C:22]1[C:21]([CH3:28])=[C:20]([CH:27]=[CH:26][CH:25]=1)[NH:19][C:2]1[C:11]2[C:6](=[CH:7][C:8]([O:14][CH3:15])=[C:9]([O:12][CH3:13])[CH:10]=2)[N:5]=[CH:4][C:3]=1[C:16]([NH2:18])=[O:17]. The yield is 0.490. (9) The reactants are FC(F)(F)C(O)=O.C([SiH](CC)CC)C.[NH:15]1[C:23]2[C:18](=[CH:19][CH:20]=[CH:21][CH:22]=2)[CH:17]=[CH:16]1.CC(=O)OCC. The catalyst is ClCCl. The product is [NH:15]1[C:23]2[C:18](=[CH:19][CH:20]=[CH:21][CH:22]=2)[CH2:17][CH2:16]1. The yield is 0.670.